This data is from Catalyst prediction with 721,799 reactions and 888 catalyst types from USPTO. The task is: Predict which catalyst facilitates the given reaction. (1) Reactant: [N:1]1[CH:6]=[CH:5][CH:4]=[CH:3][C:2]=1[C:7]1[N:11]=[C:10]([C:12]2[CH:17]=[C:16]([OH:18])[CH:15]=[C:14]([C:19]#[N:20])[CH:13]=2)[O:9][N:8]=1.[C:21](=[O:24])([O-])[O-].[K+].[K+].[CH2:27](Br)CCCCC. Product: [N:1]1[CH:6]=[CH:5][CH:4]=[CH:3][C:2]=1[C:7]1[N:11]=[C:10]([C:12]2[CH:17]=[C:16]([O:18][CH2:27][CH2:21][OH:24])[CH:15]=[C:14]([C:19]#[N:20])[CH:13]=2)[O:9][N:8]=1. The catalyst class is: 204. (2) Product: [CH2:1]([O:3][C:4](=[O:24])[CH:5]([O:22][CH3:23])[CH2:6][C:7]1[CH:12]=[CH:11][C:10]([O:13][CH2:14][C:15]2[CH:16]=[CH:17][CH:18]=[CH:19][CH:20]=2)=[C:9]([CH3:21])[CH:8]=1)[CH3:2]. The catalyst class is: 5. Reactant: [CH2:1]([O:3][C:4](=[O:24])[C:5]([O:22][CH3:23])=[CH:6][C:7]1[CH:12]=[CH:11][C:10]([O:13][CH2:14][C:15]2[CH:20]=[CH:19][CH:18]=[CH:17][CH:16]=2)=[C:9]([CH3:21])[CH:8]=1)[CH3:2].[Mg]. (3) Reactant: Br[C:2]1[CH:3]=[C:4]2[C:9](=[CH:10][CH:11]=1)[N:8]=[CH:7][N:6]=[C:5]2[N:12]1[CH2:17][CH2:16][O:15][CH2:14][CH2:13]1.CC1(C)C(C)(C)OB(B2OC(C)(C)C(C)(C)O2)O1.C([O-])(=O)C.[K+].Br[C:42]1[CH:43]=[C:44]([NH:50][S:51]([C:54]2[CH:59]=[CH:58][C:57]([F:60])=[CH:56][C:55]=2[F:61])(=[O:53])=[O:52])[C:45]([O:48][CH3:49])=[N:46][CH:47]=1.C(=O)([O-])[O-].[K+].[K+]. Product: [F:61][C:55]1[CH:56]=[C:57]([F:60])[CH:58]=[CH:59][C:54]=1[S:51]([NH:50][C:44]1[C:45]([O:48][CH3:49])=[N:46][CH:47]=[C:42]([C:2]2[CH:3]=[C:4]3[C:9](=[CH:10][CH:11]=2)[N:8]=[CH:7][N:6]=[C:5]3[N:12]2[CH2:17][CH2:16][O:15][CH2:14][CH2:13]2)[CH:43]=1)(=[O:53])=[O:52]. The catalyst class is: 819. (4) Reactant: [CH:1]1([CH2:4][O:5][C:6]2[CH:14]=[CH:13][C:9]3[O:10][CH2:11][O:12][C:8]=3[C:7]=2[C:15]2[C:16]3[NH:23][C:22]([CH3:24])=[C:21]([C:25]([OH:27])=O)[C:17]=3[N:18]=[CH:19][N:20]=2)[CH2:3][CH2:2]1.CCN(C(C)C)C(C)C.Cl.[NH2:38][C@H:39]([CH2:69][C:70]1[CH:75]=[CH:74][C:73]([F:76])=[C:72]([F:77])[CH:71]=1)[C:40]([N:42]1[CH2:47][CH2:46][CH:45]([N:48]2[N:57]=[C:56]([C:58]3[CH:63]=[CH:62][C:61]([O:64][CH3:65])=[C:60]([O:66][CH3:67])[CH:59]=3)[C@@H:55]3[C@@H:50]([CH2:51][CH2:52][CH2:53][CH2:54]3)[C:49]2=[O:68])[CH2:44][CH2:43]1)=[O:41].CCOC(C(C#N)=NOC(N1CCOCC1)=[N+](C)C)=O.F[P-](F)(F)(F)(F)F.C(=O)(O)[O-].[Na+]. Product: [CH:1]1([CH2:4][O:5][C:6]2[CH:14]=[CH:13][C:9]3[O:10][CH2:11][O:12][C:8]=3[C:7]=2[C:15]2[C:16]3[NH:23][C:22]([CH3:24])=[C:21]([C:25]([NH:38][C@H:39]([CH2:69][C:70]4[CH:75]=[CH:74][C:73]([F:76])=[C:72]([F:77])[CH:71]=4)[C:40]([N:42]4[CH2:43][CH2:44][CH:45]([N:48]5[N:57]=[C:56]([C:58]6[CH:63]=[CH:62][C:61]([O:64][CH3:65])=[C:60]([O:66][CH3:67])[CH:59]=6)[C@@H:55]6[C@@H:50]([CH2:51][CH2:52][CH2:53][CH2:54]6)[C:49]5=[O:68])[CH2:46][CH2:47]4)=[O:41])=[O:27])[C:17]=3[N:18]=[CH:19][N:20]=2)[CH2:3][CH2:2]1. The catalyst class is: 2.